From a dataset of Forward reaction prediction with 1.9M reactions from USPTO patents (1976-2016). Predict the product of the given reaction. (1) Given the reactants C(OC(=O)[NH:7][C:8]1[CH:13]=[C:12]([CH2:14][C:15]([OH:23])([C:17]2[CH:22]=[CH:21][CH:20]=[CH:19][CH:18]=2)[CH3:16])[CH:11]=[CH:10][N:9]=1)(C)(C)C.FC(F)(F)C(O)=O.CCOC(C)=O.C([O-])(O)=O.[Na+], predict the reaction product. The product is: [NH2:7][C:8]1[CH:13]=[C:12]([CH2:14][C:15]([C:17]2[CH:18]=[CH:19][CH:20]=[CH:21][CH:22]=2)([OH:23])[CH3:16])[CH:11]=[CH:10][N:9]=1. (2) Given the reactants [Cl:1][C:2]1[CH:7]=[CH:6][C:5]([CH2:8][NH:9]C(=O)[O-])=[C:4]([C:13]2[CH:18]=[C:17]([OH:19])[N:16]=[CH:15][N:14]=2)[CH:3]=1.N[C@@H:21]1[C:37]2[CH:38]=[C:33]([CH:34]=[CH:35][N:36]=2)[C:32]2[N:31]([CH:39]([F:41])[F:40])[N:30]=[CH:29][C:28]=2[NH:27][C:26](=[O:42])[C@H:25]([CH3:43])[CH2:24][CH2:23][CH2:22]1.CN(C(ON1N=NC2C=CC=NC1=2)=[N+](C)C)C.F[P-](F)(F)(F)(F)F.C1CCN2C(=NCCC2)CC1, predict the reaction product. The product is: [NH2:9][CH2:8][C:5]1[CH:6]=[CH:7][C:2]([Cl:1])=[CH:3][C:4]=1[C:13]1[N:14]=[CH:15][N:16]([C@@H:21]2[C:37]3[CH:38]=[C:33]([CH:34]=[CH:35][N:36]=3)[C:32]3[N:31]([CH:39]([F:40])[F:41])[N:30]=[CH:29][C:28]=3[NH:27][C:26](=[O:42])[C@H:25]([CH3:43])[CH2:24][CH2:23][CH2:22]2)[C:17](=[O:19])[CH:18]=1. (3) Given the reactants F[C:2]1[CH:3]=[C:4]([C:11]2[CH:16]=[CH:15][C:14]([C:17]([F:20])([F:19])[F:18])=[CH:13][CH:12]=2)[CH:5]=[CH:6][C:7]=1[N+:8]([O-:10])=[O:9].[CH:21]([NH2:24])([CH3:23])[CH3:22].C(=O)([O-])[O-].[K+].[K+].C(OCC)(=O)C, predict the reaction product. The product is: [CH3:22][CH:21]([NH:24][C:2]1[CH:3]=[C:4]([C:11]2[CH:16]=[CH:15][C:14]([C:17]([F:20])([F:19])[F:18])=[CH:13][CH:12]=2)[CH:5]=[CH:6][C:7]=1[N+:8]([O-:10])=[O:9])[CH3:23]. (4) The product is: [C:3]([N:6]1[C:7]2[C:16](=[CH:15][CH:14]=[C:13]([NH:28][C:29](=[O:34])[C:30]([CH3:33])([CH3:31])[CH3:32])[C:8]=2[C:9]([O:11][CH3:12])=[O:10])[C@H:17]2[CH2:21][CH2:20][O:19][C@H:18]2[CH2:22]1)(=[O:5])[CH3:4]. Given the reactants [H-].[Na+].[C:3]([NH:6][C:7]1[C:16]([C@H:17]2[CH2:21][CH2:20][O:19][C@H:18]2[CH2:22]OS(C)(=O)=O)=[CH:15][CH:14]=[C:13]([NH:28][C:29](=[O:34])[C:30]([CH3:33])([CH3:32])[CH3:31])[C:8]=1[C:9]([O:11][CH3:12])=[O:10])(=[O:5])[CH3:4].[Cl-].[NH4+], predict the reaction product.